Dataset: Catalyst prediction with 721,799 reactions and 888 catalyst types from USPTO. Task: Predict which catalyst facilitates the given reaction. Reactant: [Br:1][C:2]1[C:3]([C:27]([F:30])([F:29])[F:28])=[CH:4][C:5]2[N:9]=[C:8]([N:10]3[CH2:15][CH2:14][N:13]([C:16]4[C:21]([C:22]([F:25])([F:24])[F:23])=[CH:20][CH:19]=[CH:18][N:17]=4)[CH2:12][CH2:11]3)[NH:7][C:6]=2[CH:26]=1.C(N(CC)C(C)C)(C)C.[CH3:40][Si:41]([CH3:48])([CH3:47])[CH2:42][CH2:43][O:44][CH2:45]Cl. Product: [Br:1][C:2]1[C:3]([C:27]([F:30])([F:28])[F:29])=[CH:4][C:5]2[N:9]([CH2:45][O:44][CH2:43][CH2:42][Si:41]([CH3:48])([CH3:47])[CH3:40])[C:8]([N:10]3[CH2:11][CH2:12][N:13]([C:16]4[C:21]([C:22]([F:23])([F:24])[F:25])=[CH:20][CH:19]=[CH:18][N:17]=4)[CH2:14][CH2:15]3)=[N:7][C:6]=2[CH:26]=1. The catalyst class is: 4.